From a dataset of Reaction yield outcomes from USPTO patents with 853,638 reactions. Predict the reaction yield, written as a fraction of the theoretical maximum amount of product (1.0 means a 100% yield; for example, 0.34 means a 34% yield). The reactants are [CH3:1][S:2][CH2:3][C:4]1[CH:5]=[CH:6][C:7]2[N:11]=[CH:10][N:9]([C:12]3[S:16][C:15]([C:17]([O:19]C)=O)=[C:14]([O:21][C@@H:22]([C:24]4[CH:29]=[CH:28][CH:27]=[CH:26][C:25]=4[C:30]([F:33])([F:32])[F:31])[CH3:23])[CH:13]=3)[C:8]=2[CH:34]=1.[NH3:35].CO. No catalyst specified. The product is [CH3:1][S:2][CH2:3][C:4]1[CH:5]=[CH:6][C:7]2[N:11]=[CH:10][N:9]([C:12]3[S:16][C:15]([C:17]([NH2:35])=[O:19])=[C:14]([O:21][C@@H:22]([C:24]4[CH:29]=[CH:28][CH:27]=[CH:26][C:25]=4[C:30]([F:31])([F:33])[F:32])[CH3:23])[CH:13]=3)[C:8]=2[CH:34]=1. The yield is 0.930.